This data is from Kir2.1 potassium channel HTS with 301,493 compounds. The task is: Binary Classification. Given a drug SMILES string, predict its activity (active/inactive) in a high-throughput screening assay against a specified biological target. The drug is [O-][N+](=O)c1cc(N\N=C\c2c3c(ccc2)cccc3)ccc1. The result is 0 (inactive).